This data is from NCI-60 drug combinations with 297,098 pairs across 59 cell lines. The task is: Regression. Given two drug SMILES strings and cell line genomic features, predict the synergy score measuring deviation from expected non-interaction effect. (1) Drug 1: C1CCC(CC1)NC(=O)N(CCCl)N=O. Drug 2: CN(C)C1=NC(=NC(=N1)N(C)C)N(C)C. Cell line: NCIH23. Synergy scores: CSS=8.89, Synergy_ZIP=-3.14, Synergy_Bliss=0.943, Synergy_Loewe=-11.8, Synergy_HSA=0.450. (2) Drug 1: CC1=C(C=C(C=C1)NC2=NC=CC(=N2)N(C)C3=CC4=NN(C(=C4C=C3)C)C)S(=O)(=O)N.Cl. Drug 2: CS(=O)(=O)CCNCC1=CC=C(O1)C2=CC3=C(C=C2)N=CN=C3NC4=CC(=C(C=C4)OCC5=CC(=CC=C5)F)Cl. Cell line: SR. Synergy scores: CSS=7.29, Synergy_ZIP=-3.43, Synergy_Bliss=-5.08, Synergy_Loewe=-5.48, Synergy_HSA=-5.40. (3) Drug 2: C1=CN(C=N1)CC(O)(P(=O)(O)O)P(=O)(O)O. Drug 1: C1CC(=O)NC(=O)C1N2CC3=C(C2=O)C=CC=C3N. Cell line: SF-268. Synergy scores: CSS=12.7, Synergy_ZIP=-2.78, Synergy_Bliss=-0.501, Synergy_Loewe=0.162, Synergy_HSA=1.44. (4) Drug 1: CC=C1C(=O)NC(C(=O)OC2CC(=O)NC(C(=O)NC(CSSCCC=C2)C(=O)N1)C(C)C)C(C)C. Drug 2: C1CC(=O)NC(=O)C1N2C(=O)C3=CC=CC=C3C2=O. Cell line: HOP-62. Synergy scores: CSS=33.6, Synergy_ZIP=-4.09, Synergy_Bliss=-7.84, Synergy_Loewe=-53.7, Synergy_HSA=-7.00. (5) Drug 1: C1=NC2=C(N1)C(=S)N=C(N2)N. Drug 2: C1CNP(=O)(OC1)N(CCCl)CCCl. Cell line: HOP-92. Synergy scores: CSS=9.47, Synergy_ZIP=-6.30, Synergy_Bliss=3.52, Synergy_Loewe=-23.1, Synergy_HSA=-1.80.